From a dataset of NCI-60 drug combinations with 297,098 pairs across 59 cell lines. Regression. Given two drug SMILES strings and cell line genomic features, predict the synergy score measuring deviation from expected non-interaction effect. Drug 1: COC1=CC(=CC(=C1O)OC)C2C3C(COC3=O)C(C4=CC5=C(C=C24)OCO5)OC6C(C(C7C(O6)COC(O7)C8=CC=CS8)O)O. Drug 2: C1C(C(OC1N2C=NC(=NC2=O)N)CO)O. Cell line: EKVX. Synergy scores: CSS=24.6, Synergy_ZIP=-4.97, Synergy_Bliss=1.67, Synergy_Loewe=-8.83, Synergy_HSA=1.16.